From a dataset of Reaction yield outcomes from USPTO patents with 853,638 reactions. Predict the reaction yield, written as a fraction of the theoretical maximum amount of product (1.0 means a 100% yield; for example, 0.34 means a 34% yield). (1) The product is [F:1][C:2]1[CH:3]=[C:4]([CH:33]=[CH:34][CH:35]=1)[CH2:5][N:6]1[C:14]2[C:9](=[CH:10][C:11]([NH:15][C:16]3[C:25]4[C:20](=[CH:21][CH:22]=[CH:23][C:24]=4[O:26][C@H:27]([CH3:32])[C:28]([NH:37][CH3:36])=[O:30])[N:19]=[CH:18][N:17]=3)=[CH:12][CH:13]=2)[CH:8]=[N:7]1. The reactants are [F:1][C:2]1[CH:3]=[C:4]([CH:33]=[CH:34][CH:35]=1)[CH2:5][N:6]1[C:14]2[C:9](=[CH:10][C:11]([NH:15][C:16]3[C:25]4[C:20](=[CH:21][CH:22]=[CH:23][C:24]=4[O:26][C@H:27]([CH3:32])[C:28]([O:30]C)=O)[N:19]=[CH:18][N:17]=3)=[CH:12][CH:13]=2)[CH:8]=[N:7]1.[CH3:36][NH2:37]. The yield is 0.550. No catalyst specified. (2) The reactants are [CH3:1][C:2]1[N:3]([C:13]2[CH:18]=[CH:17][CH:16]=[CH:15][CH:14]=2)[C:4](=[O:12])[C:5]2[CH:11]=[N:10][CH:9]=[CH:8][C:6]=2[N:7]=1.[CH3:19][O:20][C:21]1[C:26]([OH:27])=[C:25]([CH:28]=O)[CH:24]=[CH:23][CH:22]=1. The catalyst is C(O)(=O)C. The product is [OH:27][C:26]1[C:21]([O:20][CH3:19])=[CH:22][CH:23]=[CH:24][C:25]=1/[CH:28]=[CH:1]/[C:2]1[N:3]([C:13]2[CH:14]=[CH:15][CH:16]=[CH:17][CH:18]=2)[C:4](=[O:12])[C:5]2[CH:11]=[N:10][CH:9]=[CH:8][C:6]=2[N:7]=1. The yield is 0.0800. (3) The reactants are [CH3:1][N:2]1[CH2:7][CH2:6][N:5]([C:8]2[C:16]3[C:11](=[CH:12][C:13]([N+:17]([O-])=O)=[CH:14][CH:15]=3)[NH:10][N:9]=2)[CH2:4][CH2:3]1. The catalyst is CO.[Pd]. The product is [CH3:1][N:2]1[CH2:7][CH2:6][N:5]([C:8]2[C:16]3[C:11](=[CH:12][C:13]([NH2:17])=[CH:14][CH:15]=3)[NH:10][N:9]=2)[CH2:4][CH2:3]1. The yield is 0.990. (4) The reactants are Cl[C:2]1[C:7]([C:8]2[CH:13]=[CH:12][CH:11]=[CH:10][CH:9]=2)=[C:6]([C:14]2[CH:19]=[CH:18][CH:17]=[CH:16][CH:15]=2)[N:5]=[C:4]([C:20]([F:23])([F:22])[F:21])[N:3]=1.[N:24]1[CH:29]=[CH:28][CH:27]=[CH:26][C:25]=1[N:30]1[CH2:35][CH2:34][NH:33][CH2:32][CH2:31]1.C(=O)([O-])[O-].[K+].[K+]. The catalyst is CN(C)C=O. The product is [C:14]1([C:6]2[C:7]([C:8]3[CH:13]=[CH:12][CH:11]=[CH:10][CH:9]=3)=[C:2]([N:33]3[CH2:34][CH2:35][N:30]([C:25]4[CH:26]=[CH:27][CH:28]=[CH:29][N:24]=4)[CH2:31][CH2:32]3)[N:3]=[C:4]([C:20]([F:23])([F:22])[F:21])[N:5]=2)[CH:19]=[CH:18][CH:17]=[CH:16][CH:15]=1. The yield is 0.697. (5) The reactants are [Cl:1][C:2]1[CH:3]=[C:4]([CH2:9][C:10]([N:12]([C@@H:14]([C:22]2[CH:27]=[CH:26][CH:25]=[C:24]([N+:28]([O-])=O)[CH:23]=2)[CH2:15][N:16]2[CH2:20][CH2:19][C@H:18]([OH:21])[CH2:17]2)[CH3:13])=[O:11])[CH:5]=[CH:6][C:7]=1[Cl:8].O.NN. The catalyst is C(O)C.[Ni]. The product is [ClH:1].[ClH:1].[NH2:28][C:24]1[CH:23]=[C:22]([C@H:14]([N:12]([CH3:13])[C:10](=[O:11])[CH2:9][C:4]2[CH:5]=[CH:6][C:7]([Cl:8])=[C:2]([Cl:1])[CH:3]=2)[CH2:15][N:16]2[CH2:20][CH2:19][C@H:18]([OH:21])[CH2:17]2)[CH:27]=[CH:26][CH:25]=1. The yield is 0.660. (6) The reactants are C([O:8][C:9]1[CH:14]=[CH:13][C:12]([O:15][CH2:16][O:17][CH3:18])=[CH:11][N:10]=1)C1C=CC=CC=1. The catalyst is CCO.[Pd]. The product is [CH3:18][O:17][CH2:16][O:15][C:12]1[CH:13]=[CH:14][C:9]([OH:8])=[N:10][CH:11]=1. The yield is 1.00. (7) The reactants are [N:1]1[N:2]=[C:3]([C:10]2[CH:19]=[CH:18][C:17]3[C:12](=[C:13]([O:20][CH2:21][C:22]([C@@H:25]4[CH2:29][O:28]C(C)(C)[O:26]4)([CH3:24])[CH3:23])[CH:14]=[CH:15][CH:16]=3)[N:11]=2)[N:4]2[CH:9]=[CH:8][CH:7]=[CH:6][C:5]=12.Cl. The catalyst is CO. The product is [N:1]1[N:2]=[C:3]([C:10]2[CH:19]=[CH:18][C:17]3[C:12](=[C:13]([O:20][CH2:21][C:22]([CH3:24])([CH3:23])[C@@H:25]([OH:26])[CH2:29][OH:28])[CH:14]=[CH:15][CH:16]=3)[N:11]=2)[N:4]2[CH:9]=[CH:8][CH:7]=[CH:6][C:5]=12. The yield is 0.950.